From a dataset of Full USPTO retrosynthesis dataset with 1.9M reactions from patents (1976-2016). Predict the reactants needed to synthesize the given product. (1) Given the product [C:1]([C:4]1[C:22](=[O:23])[C@@:8]2([CH3:24])[C:9]3[C:15]([OH:16])=[CH:14][C:13]([O:17][CH3:18])=[C:12]([C:19]([NH:21][CH2:40][C:37]4[C:36]5[C:31](=[CH:32][CH:33]=[CH:34][CH:35]=5)[CH:30]=[CH:29][C:28]=4[O:27][CH3:26])=[O:20])[C:10]=3[O:11][C:7]2=[CH:6][C:5]=1[OH:25])(=[O:3])[CH3:2], predict the reactants needed to synthesize it. The reactants are: [C:1]([C:4]1[C:22](=[O:23])[C@@:8]2([CH3:24])[C:9]3[C:15]([OH:16])=[CH:14][C:13]([O:17][CH3:18])=[C:12]([C:19]([NH2:21])=[O:20])[C:10]=3[O:11][C:7]2=[CH:6][C:5]=1[OH:25])(=[O:3])[CH3:2].[CH3:26][O:27][C:28]1[CH:29]=[C:30](C=O)[C:31]2[C:36]([CH:37]=1)=[CH:35][CH:34]=[CH:33][CH:32]=2.[CH2:40]([SiH](CC)CC)C.FC(F)(F)C(O)=O. (2) Given the product [OH:18][C:12]1[CH:13]=[C:14]([OH:17])[CH:15]=[CH:16][C:11]=1[CH:8]1[CH2:7][CH2:6][C:5](=[O:4])[CH2:10][CH2:9]1, predict the reactants needed to synthesize it. The reactants are: O1[C:5]2([CH2:10][CH2:9][CH:8]([C:11]3[CH:16]=[CH:15][C:14]([OH:17])=[CH:13][C:12]=3[OH:18])[CH2:7][CH2:6]2)[O:4]CC1.O.C1(C)C=CC(S([O-])(=O)=O)=CC=1.[NH+]1C=CC=CC=1. (3) Given the product [CH3:2][C:1](=[O:3])[O:4][CH2:5][CH:6]([CH2:7][O:15][C:12](=[O:14])[CH3:13])[O:8][C:9](=[O:11])[CH3:10].[OH:27][OH:28], predict the reactants needed to synthesize it. The reactants are: [C:1]([O:4][CH2:5][CH:6]([O:8][C:9](=[O:11])[CH3:10])[CH3:7])(=[O:3])[CH3:2].[C:12]([O:15]CC[O:15][C:12](=[O:14])[CH3:13])(=[O:14])[CH3:13].OO.C([O:27][OH:28])(=O)C. (4) Given the product [CH3:12][CH2:10][CH2:9][CH:6]([CH3:7])[CH3:5].[OH:26][CH2:25][CH2:24][CH2:23][C:9]1[C:6]2[C:7](=[O:8])[N:2]([CH3:1])[C:3](=[O:32])[N:4]([CH2:28][CH:29]([CH3:31])[CH3:30])[C:5]=2[S:11][C:10]=1[CH2:12][C:13]1[CH:18]=[CH:17][CH:16]=[CH:15][C:14]=1[C:19]([F:20])([F:21])[F:22], predict the reactants needed to synthesize it. The reactants are: [CH3:1][N:2]1[C:7](=[O:8])[C:6]2[C:9]([CH2:23][CH2:24][C:25](O)=[O:26])=[C:10]([CH2:12][C:13]3[CH:18]=[CH:17][CH:16]=[CH:15][C:14]=3[C:19]([F:22])([F:21])[F:20])[S:11][C:5]=2[N:4]([CH2:28][CH:29]([CH3:31])[CH3:30])[C:3]1=[O:32].